This data is from Forward reaction prediction with 1.9M reactions from USPTO patents (1976-2016). The task is: Predict the product of the given reaction. (1) Given the reactants [CH2:1]([O:3][C:4](=[O:26])[C:5](=O)[CH2:6][C:7]1[N:12]=[C:11]([C:13]2[C:18]([C:19]([F:22])([F:21])[F:20])=[CH:17][CH:16]=[CH:15][N:14]=2)[CH:10]=[CH:9][C:8]=1[C:23]#[N:24])[CH3:2].[F:27][C:28]([F:37])([F:36])[C:29]1[CH:35]=[CH:34][C:32]([NH2:33])=[CH:31][CH:30]=1.O, predict the reaction product. The product is: [CH2:1]([O:3][C:4]([C:5]1[CH:6]=[C:7]2[C:8]([CH:9]=[CH:10][C:11]([C:13]3[C:18]([C:19]([F:20])([F:22])[F:21])=[CH:17][CH:16]=[CH:15][N:14]=3)=[N:12]2)=[C:23]([NH:33][C:32]2[CH:34]=[CH:35][C:29]([C:28]([F:36])([F:37])[F:27])=[CH:30][CH:31]=2)[N:24]=1)=[O:26])[CH3:2]. (2) Given the reactants [F:1][C:2]1[C:3]([NH:18][C:19]2[CH:24]=[CH:23][C:22]([I:25])=[CH:21][C:20]=2[F:26])=[C:4]([CH:12]=[C:13]([CH:16]=[O:17])[C:14]=1[F:15])[C:5]([NH:7][O:8][CH2:9][CH2:10][OH:11])=[O:6].[CH3:27][C:28](O)([CH3:31])[CH2:29][OH:30], predict the reaction product. The product is: [F:1][C:2]1[C:3]([NH:18][C:19]2[CH:24]=[CH:23][C:22]([I:25])=[CH:21][C:20]=2[F:26])=[C:4]([CH:12]=[C:13]([CH2:16][O:17][C:28]([CH3:31])([CH3:27])[CH2:29][OH:30])[C:14]=1[F:15])[C:5]([NH:7][O:8][CH2:9][CH2:10][OH:11])=[O:6]. (3) Given the reactants [CH3:1][C:2]1([C:7]2[O:11][C:10]([CH2:12][N:13]3[CH:17]=[C:16]([NH2:18])[CH:15]=[N:14]3)=[CH:9][CH:8]=2)[O:6]CCO1.[Cl:19][C:20]1[CH:21]=[C:22]([C:26]2[O:30][CH:29]=[N:28][C:27]=2[C:31](O)=[O:32])[CH:23]=[CH:24][CH:25]=1, predict the reaction product. The product is: [C:2]([C:7]1[O:11][C:10]([CH2:12][N:13]2[CH:17]=[C:16]([NH:18][C:31]([C:27]3[N:28]=[CH:29][O:30][C:26]=3[C:22]3[CH:23]=[CH:24][CH:25]=[C:20]([Cl:19])[CH:21]=3)=[O:32])[CH:15]=[N:14]2)=[CH:9][CH:8]=1)(=[O:6])[CH3:1]. (4) Given the reactants [CH3:1][O:2][C:3](=[O:16])[C@H:4]([CH2:6][C:7]1[C:15]2[C:10](=[CH:11][CH:12]=[CH:13][CH:14]=2)[NH:9][CH:8]=1)[NH2:5].[CH3:17][C:18]1[S:22][C:21]([CH:23]=O)=[CH:20][CH:19]=1, predict the reaction product. The product is: [CH3:23][C:21]1[S:22][C:18]([CH:17]2[C:8]3[NH:9][C:10]4[C:15]([C:7]=3[CH2:6][CH:4]([C:3]([O:2][CH3:1])=[O:16])[NH:5]2)=[CH:14][CH:13]=[CH:12][CH:11]=4)=[CH:19][CH:20]=1. (5) Given the reactants CS([C:5]1[N:9]=[C:8]([C:10]2[CH:15]=[CH:14][CH:13]=[C:12]([Cl:16])[CH:11]=2)[S:7][N:6]=1)(=O)=O.[CH2:17]([OH:21])[C:18]#[C:19][CH3:20].[H-].[Na+].[Cl-].[Na+], predict the reaction product. The product is: [Cl:16][C:12]1[CH:11]=[C:10]([C:8]2[S:7][N:6]=[C:5]([O:21][CH2:17][C:18]#[C:19][CH3:20])[N:9]=2)[CH:15]=[CH:14][CH:13]=1.